This data is from Reaction yield outcomes from USPTO patents with 853,638 reactions. The task is: Predict the reaction yield, written as a fraction of the theoretical maximum amount of product (1.0 means a 100% yield; for example, 0.34 means a 34% yield). (1) The reactants are [N:1]1[C:10]2[CH:9]=[CH:8][CH:7]=[C:6]([CH:11]=O)[C:5]=2[CH:4]=[CH:3][CH:2]=1.[OH-:13].[K+].[CH:15](Br)(Br)Br.[OH-:19].[K+].[CH3:21][OH:22]. The catalyst is CO.O1CCOCC1. The product is [CH3:15][O:13][CH:11]([C:6]1[CH:7]=[CH:8][CH:9]=[C:10]2[C:5]=1[CH:4]=[CH:3][CH:2]=[N:1]2)[C:21]([OH:22])=[O:19]. The yield is 0.580. (2) The reactants are Cl.Cl.[NH2:3][CH2:4][C@@:5]1([OH:13])[CH:10]2[CH2:11][CH2:12][N:7]([CH2:8][CH2:9]2)[CH2:6]1.C([O-])([O-])=O.[Cs+].[Cs+].[N:20]([C:23]1[N:24]=[CH:25][C:26]2[C:31]([CH:32]=1)=[CH:30][CH:29]=[CH:28][CH:27]=2)=[C:21]=S.C(N=C=NC(C)C)(C)C. The catalyst is CN(C)C=O. The product is [CH:25]1[C:26]2[C:31](=[CH:30][CH:29]=[CH:28][CH:27]=2)[CH:32]=[C:23]([NH:20][C:21]2[O:13][C@:5]3([CH2:4][N:3]=2)[CH:10]2[CH2:9][CH2:8][N:7]([CH2:12][CH2:11]2)[CH2:6]3)[N:24]=1. The yield is 0.580.